Dataset: Full USPTO retrosynthesis dataset with 1.9M reactions from patents (1976-2016). Task: Predict the reactants needed to synthesize the given product. (1) Given the product [Cl:15][C:16]1[CH:17]=[C:18]([NH:19][S:2]([C:5]2[CH:6]=[C:7]3[C:11](=[CH:12][CH:13]=2)[NH:10][C:9](=[O:14])[CH2:8]3)(=[O:4])=[O:3])[CH:20]=[CH:21][CH:22]=1, predict the reactants needed to synthesize it. The reactants are: Cl[S:2]([C:5]1[CH:6]=[C:7]2[C:11](=[CH:12][CH:13]=1)[NH:10][C:9](=[O:14])[CH2:8]2)(=[O:4])=[O:3].[Cl:15][C:16]1[CH:17]=[C:18]([CH:20]=[CH:21][CH:22]=1)[NH2:19].N1C=CC=CC=1. (2) Given the product [CH2:1]([O:3][C:4]1[CH:9]=[C:8]([F:10])[CH:7]=[CH:6][C:5]=1[C:11]1[S:19][C:18]2[C:17]([NH:20][N:21]=[CH:33][C:32]3[CH:31]=[C:30]([O:39][CH3:40])[C:29]([O:28][CH2:27][CH2:26][N:25]([CH2:23][CH3:24])[CH2:41][CH3:42])=[C:36]([O:37][CH3:38])[CH:35]=3)=[N:16][CH:15]=[N:14][C:13]=2[C:12]=1[OH:22])[CH3:2], predict the reactants needed to synthesize it. The reactants are: [CH2:1]([O:3][C:4]1[CH:9]=[C:8]([F:10])[CH:7]=[CH:6][C:5]=1[C:11]1[S:19][C:18]2[C:17]([NH:20][NH2:21])=[N:16][CH:15]=[N:14][C:13]=2[C:12]=1[OH:22])[CH3:2].[CH2:23]([N:25]([CH2:41][CH3:42])[CH2:26][CH2:27][O:28][C:29]1[C:36]([O:37][CH3:38])=[CH:35][C:32]([CH:33]=O)=[CH:31][C:30]=1[O:39][CH3:40])[CH3:24]. (3) The reactants are: [CH3:1][CH:2]1[C:8]2[CH:9]=[CH:10][C:11]([N+:13]([O-])=O)=[CH:12][C:7]=2[CH2:6][CH2:5][N:4]([CH3:16])[CH2:3]1.CC1C2C=C([N+]([O-])=O)C=CC=2CCN(C)C1. Given the product [CH3:1][CH:2]1[C:8]2[CH:9]=[CH:10][C:11]([NH2:13])=[CH:12][C:7]=2[CH2:6][CH2:5][N:4]([CH3:16])[CH2:3]1, predict the reactants needed to synthesize it. (4) Given the product [F:23][C:20]1[CH:21]=[CH:22][C:2]2[N:1]=[C:14]([N:28]3[CH2:29][CH2:30][N:25]([CH3:24])[CH2:26][CH2:27]3)[C:6]3[C:7]4[CH:13]=[CH:12][CH:11]=[CH:10][C:8]=4[S:9][C:5]=3[NH:4][C:3]=2[CH:19]=1, predict the reactants needed to synthesize it. The reactants are: [NH2:1][C:2]1[CH:22]=[CH:21][C:20]([F:23])=[CH:19][C:3]=1[NH:4][C:5]1[S:9][C:8]2[CH:10]=[CH:11][CH:12]=[CH:13][C:7]=2[C:6]=1[C:14](OCC)=O.[CH3:24][N:25]1[CH2:30][CH2:29][NH:28][CH2:27][CH2:26]1. (5) Given the product [CH3:1][O:2][C:3](=[O:64])[NH:4][C@H:5]([C:9]([N:11]1[CH2:15][CH2:14][CH2:13][C@H:12]1[C:16]1[NH:20][C:19]2[CH:21]=[CH:22][C:23]([C:25]3[N:30]=[C:29]([OH:31])[C:28]([C:39]4[CH:63]=[CH:62][C:42]5[NH:43][C:44]([C@@H:46]6[CH2:50][CH2:49][CH2:48][N:47]6[C:51](=[O:61])[C@@H:52]([NH:56][C:57]([O:59][CH3:60])=[O:58])[CH:53]([CH3:55])[CH3:54])=[N:45][C:41]=5[CH:40]=4)=[CH:27][N:26]=3)=[CH:24][C:18]=2[N:17]=1)=[O:10])[CH:6]([CH3:7])[CH3:8], predict the reactants needed to synthesize it. The reactants are: [CH3:1][O:2][C:3](=[O:64])[NH:4][C@H:5]([C:9]([N:11]1[CH2:15][CH2:14][CH2:13][C@H:12]1[C:16]1[NH:20][C:19]2[CH:21]=[CH:22][C:23]([C:25]3[N:30]=[C:29]([O:31]CC4C=CC=CC=4)[C:28]([C:39]4[CH:63]=[CH:62][C:42]5[NH:43][C:44]([C@@H:46]6[CH2:50][CH2:49][CH2:48][N:47]6[C:51](=[O:61])[C@@H:52]([NH:56][C:57]([O:59][CH3:60])=[O:58])[CH:53]([CH3:55])[CH3:54])=[N:45][C:41]=5[CH:40]=4)=[CH:27][N:26]=3)=[CH:24][C:18]=2[N:17]=1)=[O:10])[CH:6]([CH3:8])[CH3:7]. (6) Given the product [CH:1]1([C:6]([N:10]([CH3:9])[C@H:11]2[CH2:30][N:15]3[C:16]4[C:21]([C:22]([CH2:23][C:24]([OH:26])=[O:25])=[C:14]3[CH2:13][CH2:12]2)=[CH:20][CH:19]=[CH:18][CH:17]=4)=[O:8])[CH2:2][CH2:3][CH2:4][CH2:5]1, predict the reactants needed to synthesize it. The reactants are: [CH:1]1([C:6]([OH:8])=O)[CH2:5][CH2:4][CH2:3][CH2:2]1.[CH3:9][NH:10][C@H:11]1[CH2:30][N:15]2[C:16]3[C:21]([C:22]([CH2:23][C:24]([O:26]CCC)=[O:25])=[C:14]2[CH2:13][CH2:12]1)=[CH:20][CH:19]=[CH:18][CH:17]=3. (7) Given the product [CH2:1]([O:3][C:4]([CH:5]1[CH2:18][CH:20]([S:22]([C:25]2[CH:30]=[CH:29][CH:28]=[CH:27][C:26]=2[C:31]([F:32])([F:34])[F:33])(=[O:23])=[O:24])[CH2:21][N:6]1[C:7]1[CH:12]=[CH:11][CH:10]=[C:9]([S:13]([CH3:16])(=[O:15])=[O:14])[CH:8]=1)=[O:17])[CH3:2], predict the reactants needed to synthesize it. The reactants are: [CH2:1]([O:3][C:4](=[O:17])[CH2:5][NH:6][C:7]1[CH:12]=[CH:11][CH:10]=[C:9]([S:13]([CH3:16])(=[O:15])=[O:14])[CH:8]=1)[CH3:2].[CH2:18]=O.[CH:20]([S:22]([C:25]1[CH:30]=[CH:29][CH:28]=[CH:27][C:26]=1[C:31]([F:34])([F:33])[F:32])(=[O:24])=[O:23])=[CH2:21]. (8) Given the product [Br:14][C:15]1[S:24][C:18]2[N:19]=[CH:20][NH:21][C:22](=[O:23])[C:17]=2[C:16]=1[I:6], predict the reactants needed to synthesize it. The reactants are: S(=O)(=O)(O)O.[I-:6].[K+].I([O-])(=O)(=O)=O.[Na+].[Br:14][C:15]1[S:24][C:18]2[N:19]=[CH:20][NH:21][C:22](=[O:23])[C:17]=2[CH:16]=1. (9) Given the product [Br:1][C:2]1[CH:3]=[C:4]([NH:9][C:15]([NH:14][CH2:13][CH2:12][CH2:11][Cl:10])=[O:16])[C:5]([CH3:8])=[N:6][CH:7]=1, predict the reactants needed to synthesize it. The reactants are: [Br:1][C:2]1[CH:3]=[C:4]([NH2:9])[C:5]([CH3:8])=[N:6][CH:7]=1.[Cl:10][CH2:11][CH2:12][CH2:13][N:14]=[C:15]=[O:16].